Dataset: Reaction yield outcomes from USPTO patents with 853,638 reactions. Task: Predict the reaction yield, written as a fraction of the theoretical maximum amount of product (1.0 means a 100% yield; for example, 0.34 means a 34% yield). (1) The reactants are [O:1]=[C:2]1[CH:7]=[CH:6][N:5]([C:8]2[CH:13]=[CH:12][CH:11]=[C:10]([C:14]([F:17])([F:16])[F:15])[CH:9]=2)[N:4]=[C:3]1[C:18]([NH:20][C:21]1[CH:26]=[CH:25][CH:24]=[CH:23][CH:22]=1)=O.[NH:27]1[C:31]2[CH:32]=[CH:33][CH:34]=[CH:35][C:30]=2[N:29]=[N:28]1.S(Cl)(Cl)=O. The catalyst is C(Cl)Cl. The product is [N:27]1([C:18](=[N:20][C:21]2[CH:26]=[CH:25][CH:24]=[CH:23][CH:22]=2)[C:3]2[C:2](=[O:1])[CH:7]=[CH:6][N:5]([C:8]3[CH:13]=[CH:12][CH:11]=[C:10]([C:14]([F:17])([F:15])[F:16])[CH:9]=3)[N:4]=2)[C:31]2[CH:32]=[CH:33][CH:34]=[CH:35][C:30]=2[N:29]=[N:28]1. The yield is 0.580. (2) The reactants are Cl.[CH2:2]([O:4][C:5]1[CH:10]=[CH:9][C:8]([NH:11]N)=[C:7]([N+:13]([O-:15])=[O:14])[CH:6]=1)[CH3:3].[C:16]([C:19]1[CH:24]=[CH:23][CH:22]=[CH:21][N:20]=1)(=O)[CH3:17]. No catalyst specified. The product is [CH2:2]([O:4][C:5]1[CH:10]=[C:9]2[C:8](=[C:7]([N+:13]([O-:15])=[O:14])[CH:6]=1)[NH:11][C:16]([C:19]1[CH:24]=[CH:23][CH:22]=[CH:21][N:20]=1)=[CH:17]2)[CH3:3]. The yield is 0.0800. (3) The reactants are Br[CH2:2][C:3]([C:5]1[CH:12]=[CH:11][C:8]([C:9]#[N:10])=[CH:7][CH:6]=1)=O.[Br:13][C:14]1[CH:22]=[CH:21][C:17]([C:18]([NH2:20])=[O:19])=[CH:16][CH:15]=1.C(#N)C. The catalyst is CN1C(=O)CCC1. The product is [Br:13][C:14]1[CH:22]=[CH:21][C:17]([C:18]2[O:19][CH:2]=[C:3]([C:5]3[CH:12]=[CH:11][C:8]([C:9]#[N:10])=[CH:7][CH:6]=3)[N:20]=2)=[CH:16][CH:15]=1. The yield is 0.170. (4) The reactants are C(O[C:6](=[O:18])[C:7]1[CH:12]=[CH:11][C:10]([CH2:13][CH3:14])=[C:9]([N+:15]([O-:17])=[O:16])[CH:8]=1)(C)(C)C.C=O.[CH3:21][C:22]([CH3:25])([O-:24])[CH3:23].[K+].CCCCCC.C[CH2:34][O:35]C(C)=O. The catalyst is CS(C)=O.C(Cl)Cl. The product is [C:22]([O:24][C:6]([C:7]1[CH:12]=[CH:11][C:10]([CH:13]([CH3:14])[CH2:34][OH:35])=[C:9]([N+:15]([O-:17])=[O:16])[CH:8]=1)=[O:18])([CH3:25])([CH3:23])[CH3:21]. The yield is 0.940. (5) The reactants are [S:1]1[C:5]([NH:6][C:7]2[CH:12]=[C:11](Cl)[N:10]=[C:9]([S:14][C:15]3[CH:20]=[CH:19][C:18]([NH:21][C:22](=[O:28])[CH2:23][C:24]([F:27])([F:26])[F:25])=[CH:17][CH:16]=3)[N:8]=2)=[N:4][CH:3]=[N:2]1.Cl.[CH:30]1([C:33]2([F:37])[CH2:36][NH:35][CH2:34]2)[CH2:32][CH2:31]1.CCN(C(C)C)C(C)C. The catalyst is O1CCOCC1. The product is [S:1]1[C:5]([NH:6][C:7]2[CH:12]=[C:11]([N:35]3[CH2:36][C:33]([CH:30]4[CH2:32][CH2:31]4)([F:37])[CH2:34]3)[N:10]=[C:9]([S:14][C:15]3[CH:20]=[CH:19][C:18]([NH:21][C:22](=[O:28])[CH2:23][C:24]([F:27])([F:26])[F:25])=[CH:17][CH:16]=3)[N:8]=2)=[N:4][CH:3]=[N:2]1. The yield is 0.200. (6) The reactants are [C:1]1([S:7]([N:10]2[CH:14]=[CH:13][CH:12]=[CH:11]2)(=[O:9])=[O:8])[CH:6]=[CH:5][CH:4]=[CH:3][CH:2]=1.[C:15]1([CH3:24])[CH:20]=[CH:19][C:18]([C:21](Cl)=[O:22])=[CH:17][CH:16]=1. The catalyst is ClCCl. The product is [CH3:24][C:15]1[CH:20]=[CH:19][C:18]([C:21]([C:14]2[N:10]([S:7]([C:1]3[CH:2]=[CH:3][CH:4]=[CH:5][CH:6]=3)(=[O:9])=[O:8])[CH:11]=[CH:12][CH:13]=2)=[O:22])=[CH:17][CH:16]=1. The yield is 0.710.